This data is from Full USPTO retrosynthesis dataset with 1.9M reactions from patents (1976-2016). The task is: Predict the reactants needed to synthesize the given product. (1) Given the product [CH2:1]([NH:8][CH:9]1[CH2:14][CH2:13][CH:12]([O:15][C:19]2[CH:26]=[CH:25][C:22]([C:23]#[N:24])=[CH:21][N:20]=2)[CH2:11][CH2:10]1)[C:2]1[CH:7]=[CH:6][CH:5]=[CH:4][CH:3]=1, predict the reactants needed to synthesize it. The reactants are: [CH2:1]([NH:8][CH:9]1[CH2:14][CH2:13][CH:12]([OH:15])[CH2:11][CH2:10]1)[C:2]1[CH:7]=[CH:6][CH:5]=[CH:4][CH:3]=1.[H-].[Na+].Cl[C:19]1[CH:26]=[CH:25][C:22]([C:23]#[N:24])=[CH:21][N:20]=1. (2) Given the product [Cl:7][C:8]1[CH:9]=[C:10]([C:11]2[O:13][N:40]=[C:39]([C:38]3[C:33]4[O:32][CH2:31][CH2:30][N:29]([C:43]([O:45][C:46]([CH3:47])([CH3:48])[CH3:49])=[O:44])[CH:28]([CH2:27][CH2:26][CH2:25][C:24]([O:23][CH2:21][CH3:22])=[O:50])[C:34]=4[CH:35]=[CH:36][CH:37]=3)[N:41]=2)[CH:14]=[CH:15][C:16]=1[O:17][CH:18]([CH3:20])[CH3:19], predict the reactants needed to synthesize it. The reactants are: C(Cl)(=O)C(Cl)=O.[Cl:7][C:8]1[CH:9]=[C:10]([CH:14]=[CH:15][C:16]=1[O:17][CH:18]([CH3:20])[CH3:19])[C:11]([OH:13])=O.[CH2:21]([O:23][C:24](=[O:50])[CH2:25][CH2:26][CH2:27][CH:28]1[C:34]2[CH:35]=[CH:36][CH:37]=[C:38]([C:39]([NH:41]O)=[NH:40])[C:33]=2[O:32][CH2:31][CH2:30][N:29]1[C:43]([O:45][C:46]([CH3:49])([CH3:48])[CH3:47])=[O:44])[CH3:22].C(N(CC)CC)C. (3) Given the product [N:4]1([CH2:1][C:2]#[C:3][C:18](=[O:20])[CH3:19])[CH2:9][CH2:8][O:7][CH2:6][CH2:5]1, predict the reactants needed to synthesize it. The reactants are: [CH2:1]([N:4]1[CH2:9][CH2:8][O:7][CH2:6][CH2:5]1)[C:2]#[CH:3].C([Mg]Cl)(C)C.CON(C)[C:18](=[O:20])[CH3:19].[NH4+].[Cl-]. (4) Given the product [Cl:1][C:2]1[CH:7]=[CH:6][C:5]([C:8]2[CH:9]([C:20]3[CH:21]=[CH:22][C:23]([I:26])=[CH:24][CH:25]=3)[O:10][C:11]3[C:16]([C:17]=2[CH3:18])=[CH:15][C:14]([O:19][CH:46]2[CH2:47][CH2:48][CH2:49][CH2:50][O:45]2)=[CH:13][CH:12]=3)=[CH:4][C:3]=1[F:27], predict the reactants needed to synthesize it. The reactants are: [Cl:1][C:2]1[CH:7]=[CH:6][C:5]([C:8]2[CH:9]([C:20]3[CH:25]=[CH:24][C:23]([I:26])=[CH:22][CH:21]=3)[O:10][C:11]3[C:16]([C:17]=2[CH3:18])=[CH:15][C:14]([OH:19])=[CH:13][CH:12]=3)=[CH:4][C:3]=1[F:27].C1(C)C=CC(S([O-])(=O)=O)=CC=1.[NH+]1C=CC=CC=1.[O:45]1[CH:50]=[CH:49][CH2:48][CH2:47][CH2:46]1. (5) Given the product [NH2:1][C:5]1[C:14]2[C:9](=[C:10]([Cl:15])[CH:11]=[CH:12][CH:13]=2)[CH:8]=[CH:7][CH:6]=1, predict the reactants needed to synthesize it. The reactants are: [NH:1]([C:5]1[C:14]2[C:9](=[C:10]([Cl:15])[CH:11]=[CH:12][CH:13]=2)[CH:8]=[CH:7][CH:6]=1)C(C)=O.[OH-].[Na+]. (6) The reactants are: [OH:1][N:2]=[CH:3][C:4]1[CH:5]=[C:6]([CH:10]([NH:12][C:13](=[O:19])[O:14][C:15]([CH3:18])([CH3:17])[CH3:16])[CH3:11])[CH:7]=[CH:8][CH:9]=1.[Cl:20]N1C(=O)CCC1=O. Given the product [Cl:20][C:3](=[N:2][OH:1])[C:4]1[CH:5]=[C:6]([CH:10]([NH:12][C:13](=[O:19])[O:14][C:15]([CH3:18])([CH3:17])[CH3:16])[CH3:11])[CH:7]=[CH:8][CH:9]=1, predict the reactants needed to synthesize it. (7) Given the product [I:15][C:13]1[C:12]2[NH:11][CH:10]=[CH:9][C:8]=2[C:7]2[C:6]([CH:14]=1)=[N:5][C:4]([NH2:16])=[N:3][C:1]=2[NH2:2], predict the reactants needed to synthesize it. The reactants are: [C:1]([N:3]=[C:4]([NH2:16])[NH:5][C:6]1[CH:7]=[C:8]2[C:12](=[C:13]([I:15])[CH:14]=1)[NH:11][CH:10]=[CH:9]2)#[N:2]. (8) Given the product [C:10]([C:9]1[CH:14]=[CH:15][C:16]([C:18]([OH:20])=[O:19])=[CH:17][C:8]=1[O:1][C:2]1[CH:7]=[CH:6][CH:5]=[CH:4][CH:3]=1)([O:12][CH3:13])=[O:11], predict the reactants needed to synthesize it. The reactants are: [O:1]([C:8]1[CH:17]=[C:16]([C:18]([O:20]C)=[O:19])[CH:15]=[CH:14][C:9]=1[C:10]([O:12][CH3:13])=[O:11])[C:2]1[CH:7]=[CH:6][CH:5]=[CH:4][CH:3]=1.[OH-].[Na+]. (9) Given the product [F:1][C:2]1[CH:3]=[N:4][C:5]2[C:10]([CH:11]=1)=[CH:9][CH:8]=[CH:7][C:6]=2[NH2:12].[F:15][C:16]1[CH:17]=[N:18][C:19]2[CH:20]=[CH:21][CH:22]=[C:23]([NH2:26])[C:24]=2[CH:25]=1, predict the reactants needed to synthesize it. The reactants are: [F:1][C:2]1[CH:3]=[N:4][C:5]2[C:10]([CH:11]=1)=[CH:9][CH:8]=[CH:7][C:6]=2[N+:12]([O-])=O.[F:15][C:16]1[CH:17]=[N:18][C:19]2[C:24]([CH:25]=1)=[C:23]([N+:26]([O-])=O)[CH:22]=[CH:21][CH:20]=2.O.O.[Sn](Cl)Cl.